Dataset: Reaction yield outcomes from USPTO patents with 853,638 reactions. Task: Predict the reaction yield, written as a fraction of the theoretical maximum amount of product (1.0 means a 100% yield; for example, 0.34 means a 34% yield). (1) The product is [CH3:18][O:17][C:10]1[CH:11]=[C:12]([O:15][CH3:16])[CH:13]=[CH:14][C:9]=1[NH:8][C:4]1[CH:3]=[C:2]([NH:30][C:29]2[CH:28]=[CH:27][C:26]([N:23]3[CH2:22][CH2:21][N:20]([CH3:19])[CH2:25][CH2:24]3)=[CH:32][CH:31]=2)[N:7]=[CH:6][N:5]=1. The reactants are Cl[C:2]1[N:7]=[CH:6][N:5]=[C:4]([NH:8][C:9]2[CH:14]=[CH:13][C:12]([O:15][CH3:16])=[CH:11][C:10]=2[O:17][CH3:18])[CH:3]=1.[CH3:19][N:20]1[CH2:25][CH2:24][N:23]([C:26]2[CH:32]=[CH:31][C:29]([NH2:30])=[CH:28][CH:27]=2)[CH2:22][CH2:21]1. The yield is 0.800. The catalyst is CC(O)CC.FC(F)(F)C(O)=O. (2) The reactants are [NH2:1][C:2]1[C:11]([N+:12]([O-:14])=[O:13])=[CH:10][C:5]([C:6]([O:8][CH3:9])=[O:7])=[C:4](F)[C:3]=1[F:16].O1CCOCC1.[NH3:23]. The catalyst is O. The product is [NH2:23][C:4]1[C:3]([F:16])=[C:2]([NH2:1])[C:11]([N+:12]([O-:14])=[O:13])=[CH:10][C:5]=1[C:6]([O:8][CH3:9])=[O:7]. The yield is 0.920. (3) The reactants are [CH3:1][C:2]1[C:14]([C:15](=[O:17])[CH3:16])=[C:13]([C:18]2[CH:23]=[CH:22][CH:21]=[CH:20][CH:19]=2)[C:12]2[C:11]3[CH2:10][CH2:9][NH:8][CH2:7][C:6]=3[S:5][C:4]=2[N:3]=1. The product is [CH3:1][C:2]1[C:14]([C:15](=[O:17])[CH3:16])=[C:13]([C:18]2[CH:23]=[CH:22][CH:21]=[CH:20][CH:19]=2)[C:12]2[C:11]3[C:6](=[CH:7][N:8]=[CH:9][CH:10]=3)[S:5][C:4]=2[N:3]=1. The catalyst is C1(C=CC2C=CC=CC=2)C=CC=CC=1.[Pd]. The yield is 0.110. (4) The reactants are [N:1]1[C:9]([NH2:10])=[C:8]2[C:4]([N:5]=[CH:6][NH:7]2)=[N:3][CH:2]=1.CC1C=CC(S(O[CH2:22][C@@H:23]([CH2:34][O:35][CH2:36][C:37]2[CH:42]=[CH:41][CH:40]=[CH:39][CH:38]=2)[C@H:24]([O:26][Si:27]([C:30]([CH3:33])([CH3:32])[CH3:31])([CH3:29])[CH3:28])[CH3:25])(=O)=O)=CC=1. The catalyst is CN(C=O)C. The product is [CH2:36]([O:35][CH2:34][C@@H:23]([CH2:22][N:5]1[CH:6]=[N:7][C:8]2[C:4]1=[N:3][CH:2]=[N:1][C:9]=2[NH2:10])[C@H:24]([O:26][Si:27]([C:30]([CH3:31])([CH3:33])[CH3:32])([CH3:28])[CH3:29])[CH3:25])[C:37]1[CH:42]=[CH:41][CH:40]=[CH:39][CH:38]=1. The yield is 0.370. (5) The reactants are [CH3:1][O:2][C:3]([CH:5]1[CH2:7][CH:6]1[C:8]([OH:10])=O)=[O:4].O1CCCC1.C(Cl)(=O)C(Cl)=O.Cl.[NH2:23][C:24]1[N:25]=[C:26]2[CH:31]=[CH:30][C:29]([O:32][C:33]3[CH:34]=[CH:35][C:36]([CH3:49])=[C:37]([NH:39][C:40]([C:42]4[N:46]([CH3:47])[N:45]=[C:44]([CH3:48])[CH:43]=4)=[O:41])[CH:38]=3)=[N:28][N:27]2[CH:50]=1. The catalyst is CN(C)C=O.CN(C)C(=O)C. The product is [CH3:47][N:46]1[C:42]([C:40]([NH:39][C:37]2[CH:38]=[C:33]([CH:34]=[CH:35][C:36]=2[CH3:49])[O:32][C:29]2[CH:30]=[CH:31][C:26]3[N:27]([CH:50]=[C:24]([NH:23][C:8]([CH:6]4[CH2:7][CH:5]4[C:3]([O:2][CH3:1])=[O:4])=[O:10])[N:25]=3)[N:28]=2)=[O:41])=[CH:43][C:44]([CH3:48])=[N:45]1. The yield is 0.250. (6) The reactants are [F:1][C:2]([F:27])([F:26])[C:3]1[CH:4]=[C:5]([CH2:9][CH2:10][C:11]([NH:13][NH:14][C:15]([C:17]2[CH:25]=[CH:24][C:20]3[N:21]=[CH:22][S:23][C:19]=3[CH:18]=2)=O)=[O:12])[CH:6]=[CH:7][CH:8]=1.C1(C)C=CC(S(Cl)(=O)=O)=CC=1. The catalyst is N1C=CC=CC=1.C(OCC)(=O)C. The product is [F:27][C:2]([F:1])([F:26])[C:3]1[CH:4]=[C:5]([CH2:9][CH2:10][C:11]2[O:12][C:15]([C:17]3[CH:25]=[CH:24][C:20]4[N:21]=[CH:22][S:23][C:19]=4[CH:18]=3)=[N:14][N:13]=2)[CH:6]=[CH:7][CH:8]=1. The yield is 0.750. (7) The reactants are [N:1]1[CH:6]=[CH:5][CH:4]=[CH:3][C:2]=1[C:7]([C:9]1([CH:13]2[CH2:17][CH2:16][N:15]([C:18]([O:20][C:21]([CH3:24])([CH3:23])[CH3:22])=[O:19])[CH2:14]2)[CH2:12][CH2:11][CH2:10]1)=[O:8].[BH4-].[Na+]. The catalyst is C1COCC1.CO. The yield is 0.760. The product is [OH:8][CH:7]([C:2]1[CH:3]=[CH:4][CH:5]=[CH:6][N:1]=1)[C:9]1([CH:13]2[CH2:17][CH2:16][N:15]([C:18]([O:20][C:21]([CH3:24])([CH3:23])[CH3:22])=[O:19])[CH2:14]2)[CH2:12][CH2:11][CH2:10]1.